Task: Predict the reactants needed to synthesize the given product.. Dataset: Full USPTO retrosynthesis dataset with 1.9M reactions from patents (1976-2016) (1) Given the product [Br:1][C:2]1[CH:3]=[C:4]([C:8]2[C:13]([CH2:14][CH2:15][C:16]([O:18][CH2:19][CH3:20])=[O:17])=[C:12]([CH3:21])[N:11]=[C:10]3[N:22]([CH2:25][CH3:26])[N:23]=[CH:24][C:9]=23)[CH:5]=[N:6][CH:7]=1, predict the reactants needed to synthesize it. The reactants are: [Br:1][C:2]1[CH:3]=[C:4]([C:8]2[C:13](/[CH:14]=[CH:15]/[C:16]([O:18][CH2:19][CH3:20])=[O:17])=[C:12]([CH3:21])[N:11]=[C:10]3[N:22]([CH2:25][CH3:26])[N:23]=[CH:24][C:9]=23)[CH:5]=[N:6][CH:7]=1.[BH4-].[Na+]. (2) Given the product [N:1]1[C:10]2[C:5](=[CH:6][CH:7]=[CH:8][CH:9]=2)[CH:4]=[CH:3][C:2]=1[CH2:11][CH2:12][NH2:13], predict the reactants needed to synthesize it. The reactants are: [N:1]1[C:10]2[C:5](=[CH:6][CH:7]=[CH:8][CH:9]=2)[CH:4]=[CH:3][C:2]=1[CH2:11][C:12]#[N:13].N.O.C(Cl)Cl. (3) Given the product [CH3:16][C:15]1[C:8]([N:18]2[N:19]=[CH:20][CH:21]=[N:17]2)=[C:9]([CH:12]=[CH:13][CH:14]=1)[C:10]#[N:11], predict the reactants needed to synthesize it. The reactants are: C([O-])([O-])=O.[K+].[K+].F[C:8]1[C:15]([CH3:16])=[CH:14][CH:13]=[CH:12][C:9]=1[C:10]#[N:11].[NH:17]1[CH:21]=[CH:20][N:19]=[N:18]1. (4) Given the product [Cl:30][C:25]1[CH:26]=[CH:27][CH:28]=[CH:29][C:24]=1[N:23]1[CH:22]=[N:21][N:20]=[C:19]1[C:17]1[S:16][C:15]2[C:9]3[CH:8]=[CH:7][C:6]([NH:5][C:3](=[O:4])[CH2:2][N:32]4[CH2:37][CH2:36][O:35][CH2:34][CH2:33]4)=[CH:31][C:10]=3[O:11][CH2:12][CH2:13][C:14]=2[CH:18]=1, predict the reactants needed to synthesize it. The reactants are: Cl[CH2:2][C:3]([NH:5][C:6]1[CH:7]=[CH:8][C:9]2[C:15]3[S:16][C:17]([C:19]4[N:23]([C:24]5[CH:29]=[CH:28][CH:27]=[CH:26][C:25]=5[Cl:30])[CH:22]=[N:21][N:20]=4)=[CH:18][C:14]=3[CH2:13][CH2:12][O:11][C:10]=2[CH:31]=1)=[O:4].[NH:32]1[CH2:37][CH2:36][O:35][CH2:34][CH2:33]1. (5) The reactants are: [CH3:1][O:2][C:3]1[C:4]([NH:14][C:15](=[O:19])OCC)=[N:5][C:6]2[C:11]([N:12]=1)=[CH:10][C:9]([CH3:13])=[CH:8][CH:7]=2.[C:20]([C:22]1[CH:27]=[CH:26][CH:25]=[CH:24][C:23]=1[N:28]1[CH2:33][CH2:32][NH:31][CH2:30][CH2:29]1)#[N:21]. Given the product [CH3:1][O:2][C:3]1[C:4]([NH:14][C:15]([N:31]2[CH2:30][CH2:29][N:28]([C:23]3[CH:24]=[CH:25][CH:26]=[CH:27][C:22]=3[C:20]#[N:21])[CH2:33][CH2:32]2)=[O:19])=[N:5][C:6]2[C:11]([N:12]=1)=[CH:10][C:9]([CH3:13])=[CH:8][CH:7]=2, predict the reactants needed to synthesize it.